From a dataset of NCI-60 drug combinations with 297,098 pairs across 59 cell lines. Regression. Given two drug SMILES strings and cell line genomic features, predict the synergy score measuring deviation from expected non-interaction effect. (1) Drug 1: CC1=CC2C(CCC3(C2CCC3(C(=O)C)OC(=O)C)C)C4(C1=CC(=O)CC4)C. Drug 2: C1CN(P(=O)(OC1)NCCCl)CCCl. Cell line: SK-MEL-2. Synergy scores: CSS=-1.85, Synergy_ZIP=0.714, Synergy_Bliss=0.0671, Synergy_Loewe=-3.18, Synergy_HSA=-2.87. (2) Drug 1: C1=CC=C(C=C1)NC(=O)CCCCCCC(=O)NO. Drug 2: CN1C2=C(C=C(C=C2)N(CCCl)CCCl)N=C1CCCC(=O)O.Cl. Cell line: U251. Synergy scores: CSS=12.5, Synergy_ZIP=-7.05, Synergy_Bliss=-5.67, Synergy_Loewe=-2.73, Synergy_HSA=-2.26. (3) Drug 1: COC1=C(C=C2C(=C1)N=CN=C2NC3=CC(=C(C=C3)F)Cl)OCCCN4CCOCC4. Drug 2: CC(C)CN1C=NC2=C1C3=CC=CC=C3N=C2N. Cell line: SW-620. Synergy scores: CSS=7.20, Synergy_ZIP=-0.587, Synergy_Bliss=3.72, Synergy_Loewe=2.17, Synergy_HSA=2.35. (4) Synergy scores: CSS=29.2, Synergy_ZIP=-11.3, Synergy_Bliss=-6.19, Synergy_Loewe=-7.10, Synergy_HSA=-4.92. Drug 1: CC1CCC2CC(C(=CC=CC=CC(CC(C(=O)C(C(C(=CC(C(=O)CC(OC(=O)C3CCCCN3C(=O)C(=O)C1(O2)O)C(C)CC4CCC(C(C4)OC)OCCO)C)C)O)OC)C)C)C)OC. Cell line: HT29. Drug 2: CN(CCCl)CCCl.Cl. (5) Drug 1: CNC(=O)C1=NC=CC(=C1)OC2=CC=C(C=C2)NC(=O)NC3=CC(=C(C=C3)Cl)C(F)(F)F. Drug 2: CC1CCCC2(C(O2)CC(NC(=O)CC(C(C(=O)C(C1O)C)(C)C)O)C(=CC3=CSC(=N3)C)C)C. Cell line: OVCAR-4. Synergy scores: CSS=45.0, Synergy_ZIP=8.73, Synergy_Bliss=7.66, Synergy_Loewe=-26.6, Synergy_HSA=6.84. (6) Drug 1: C1=C(C(=O)NC(=O)N1)N(CCCl)CCCl. Drug 2: C1=NNC2=C1C(=O)NC=N2. Cell line: NCI-H522. Synergy scores: CSS=41.1, Synergy_ZIP=-3.52, Synergy_Bliss=-2.17, Synergy_Loewe=-2.33, Synergy_HSA=1.57. (7) Drug 1: CC1CCC2CC(C(=CC=CC=CC(CC(C(=O)C(C(C(=CC(C(=O)CC(OC(=O)C3CCCCN3C(=O)C(=O)C1(O2)O)C(C)CC4CCC(C(C4)OC)O)C)C)O)OC)C)C)C)OC. Drug 2: CS(=O)(=O)CCNCC1=CC=C(O1)C2=CC3=C(C=C2)N=CN=C3NC4=CC(=C(C=C4)OCC5=CC(=CC=C5)F)Cl. Cell line: MCF7. Synergy scores: CSS=17.5, Synergy_ZIP=3.21, Synergy_Bliss=6.44, Synergy_Loewe=8.11, Synergy_HSA=8.24. (8) Drug 1: COCCOC1=C(C=C2C(=C1)C(=NC=N2)NC3=CC=CC(=C3)C#C)OCCOC.Cl. Drug 2: B(C(CC(C)C)NC(=O)C(CC1=CC=CC=C1)NC(=O)C2=NC=CN=C2)(O)O. Cell line: HCT116. Synergy scores: CSS=56.6, Synergy_ZIP=10.1, Synergy_Bliss=10.0, Synergy_Loewe=-34.6, Synergy_HSA=10.4.